From a dataset of Full USPTO retrosynthesis dataset with 1.9M reactions from patents (1976-2016). Predict the reactants needed to synthesize the given product. (1) Given the product [C:37]([OH:44])(=[O:43])/[CH:38]=[CH:39]\[C:40]([OH:42])=[O:41].[NH2:1][C:2]1[N:7]=[CH:6][N:5]=[C:4]2[N:8]([CH2:32][CH2:33][N:34]([CH3:35])[CH3:36])[N:9]=[C:10]([C:11]3[CH:16]=[CH:15][C:14]([NH:17][C:18]([C:20]4[N:21]([CH3:29])[C:22]5[C:27]([CH:28]=4)=[CH:26][CH:25]=[CH:24][CH:23]=5)=[O:19])=[C:13]([O:30][CH3:31])[CH:12]=3)[C:3]=12, predict the reactants needed to synthesize it. The reactants are: [NH2:1][C:2]1[N:7]=[CH:6][N:5]=[C:4]2[N:8]([CH2:32][CH2:33][N:34]([CH3:36])[CH3:35])[N:9]=[C:10]([C:11]3[CH:16]=[CH:15][C:14]([NH:17][C:18]([C:20]4[N:21]([CH3:29])[C:22]5[C:27]([CH:28]=4)=[CH:26][CH:25]=[CH:24][CH:23]=5)=[O:19])=[C:13]([O:30][CH3:31])[CH:12]=3)[C:3]=12.[C:37]([OH:44])(=[O:43])/[CH:38]=[CH:39]\[C:40]([OH:42])=[O:41]. (2) Given the product [CH2:34]([C:22]1[C:21]([OH:36])=[C:10]([C:11]([OH:13])=[O:12])[C:9](=[O:8])[NH:24][C:23]=1[C:25]1[CH:33]=[C:32]2[C:28]([CH:29]=[CH:30][NH:31]2)=[CH:27][CH:26]=1)[CH3:35], predict the reactants needed to synthesize it. The reactants are: C([O:8][C:9]1[N:24]=[C:23]([C:25]2[CH:33]=[C:32]3[C:28]([CH:29]=[CH:30][NH:31]3)=[CH:27][CH:26]=2)[C:22]([CH2:34][CH3:35])=[C:21]([O:36]CC2C=CC=CC=2)[C:10]=1[C:11]([O:13]CC1C=CC=CC=1)=[O:12])C1C=CC=CC=1.